From a dataset of Catalyst prediction with 721,799 reactions and 888 catalyst types from USPTO. Predict which catalyst facilitates the given reaction. (1) Reactant: [OH:1][CH2:2][CH2:3][S:4]([C:7]1[CH:8]=[C:9]([N+:13]([O-:15])=[O:14])[CH:10]=[CH:11][CH:12]=1)(=[O:6])=[O:5].[Si:16](Cl)([C:19]([CH3:22])([CH3:21])[CH3:20])([CH3:18])[CH3:17]. Product: [Si:16]([O:1][CH2:2][CH2:3][S:4]([C:7]1[CH:8]=[C:9]([N+:13]([O-:15])=[O:14])[CH:10]=[CH:11][CH:12]=1)(=[O:6])=[O:5])([C:19]([CH3:22])([CH3:21])[CH3:20])([CH3:18])[CH3:17]. The catalyst class is: 112. (2) Reactant: [F:1][C:2]1[C:11]([CH:12]=[O:13])=[C:10]([F:14])[CH:9]=[C:8]2[C:3]=1[CH:4]=[CH:5][CH:6]=[N:7]2.[CH2:15]([Mg]I)C. Product: [F:1][C:2]1[C:11]([CH:12]([OH:13])[CH3:15])=[C:10]([F:14])[CH:9]=[C:8]2[C:3]=1[CH:4]=[CH:5][CH:6]=[N:7]2. The catalyst class is: 1. (3) Reactant: [O:1]=[C:2]1[CH:7]([N:8]2[C:16](=[O:17])[C:15]3[C:10](=[CH:11][CH:12]=[CH:13][C:14]=3[O:18][CH2:19][C:20]([O:22]C(C)(C)C)=[O:21])[C:9]2=[O:27])[CH2:6][CH2:5][C:4](=[O:28])[NH:3]1. Product: [O:1]=[C:2]1[CH:7]([N:8]2[C:16](=[O:17])[C:15]3[C:10](=[CH:11][CH:12]=[CH:13][C:14]=3[O:18][CH2:19][C:20]([OH:22])=[O:21])[C:9]2=[O:27])[CH2:6][CH2:5][C:4](=[O:28])[NH:3]1. The catalyst class is: 137. (4) Reactant: [Cl:1][C:2]1[CH:3]=[C:4]([NH:10][CH2:11][C:12]2[CH:13]=[N:14][CH:15]=[CH:16][CH:17]=2)[CH:5]=[CH:6][C:7]=1[O:8][CH3:9].I[C:19]1[CH:20]=[C:21]([CH:29]=[CH:30][CH:31]=1)[C:22]([O:24][C:25]([CH3:28])([CH3:27])[CH3:26])=[O:23].CC([O-])(C)C.[Na+]. Product: [Cl:1][C:2]1[CH:3]=[C:4]([N:10]([CH2:11][C:12]2[CH:13]=[N:14][CH:15]=[CH:16][CH:17]=2)[C:19]2[CH:20]=[C:21]([CH:29]=[CH:30][CH:31]=2)[C:22]([O:24][C:25]([CH3:27])([CH3:28])[CH3:26])=[O:23])[CH:5]=[CH:6][C:7]=1[O:8][CH3:9]. The catalyst class is: 101. (5) Reactant: [CH:1]([O:4][C:5](=[O:34])[C:6]1[C:11]([C:12]([F:15])([F:14])[F:13])=[CH:10][CH:9]=[CH:8][C:7]=1[CH:16]=[CH:17][C:18]([N:20]1[C@H:24]2[CH2:25][C@@H:26]3[C:29]([CH3:31])([CH3:30])[C@@:23]2([CH2:28][CH2:27]3)[CH2:22][S:21]1(=[O:33])=[O:32])=[O:19])([CH3:3])[CH3:2].C(N)C1C=CC=CC=1.FC(F)(F)C(O)=O.CO[CH2:52][N:53]([CH2:59][C:60]1[CH:65]=[CH:64][CH:63]=[CH:62][CH:61]=1)[CH2:54][Si](C)(C)C. Product: [CH:1]([O:4][C:5](=[O:34])[C:6]1[C:11]([C:12]([F:13])([F:15])[F:14])=[CH:10][CH:9]=[CH:8][C:7]=1[CH:16]1[CH:17]([C:18]([N:20]2[CH:24]3[CH2:25][CH:26]4[C:29]([CH3:30])([CH3:31])[C:23]3([CH2:28][CH2:27]4)[CH2:22][S:21]2(=[O:32])=[O:33])=[O:19])[CH2:54][N:53]([CH2:59][C:60]2[CH:65]=[CH:64][CH:63]=[CH:62][CH:61]=2)[CH2:52]1)([CH3:3])[CH3:2]. The catalyst class is: 91.